Dataset: HIV replication inhibition screening data with 41,000+ compounds from the AIDS Antiviral Screen. Task: Binary Classification. Given a drug SMILES string, predict its activity (active/inactive) in a high-throughput screening assay against a specified biological target. (1) The result is 0 (inactive). The compound is O=C(O)C=CC(=O)NCCCNC(=O)C=CC(=O)O. (2) The compound is CCc1cccc(C(C)C)c1NC(=O)C(=O)Nn1c(=S)[nH]c2ccccc2c1=O. The result is 0 (inactive). (3) The drug is CCOC(=O)C(=Cc1ccc2ccccc2c1)P(=O)(OCC)OCC. The result is 0 (inactive). (4) The compound is Cc1c(C)c2c(c(N)c1C#N)C(=O)N(CCc1ccccc1)C2=O. The result is 0 (inactive).